Dataset: Forward reaction prediction with 1.9M reactions from USPTO patents (1976-2016). Task: Predict the product of the given reaction. (1) Given the reactants [Cl:1][C:2]1[CH:3]=[CH:4][C:5]([F:29])=[C:6]([N:8]2[CH2:12][C:11]([CH2:19][CH2:20][CH2:21][OH:22])([C:13]3[CH:18]=[CH:17][CH:16]=[CH:15][CH:14]=3)[C:10]([C:23](N(OC)C)=[O:24])=[N:9]2)[CH:7]=1.[Li][CH3:31], predict the reaction product. The product is: [Cl:1][C:2]1[CH:3]=[CH:4][C:5]([F:29])=[C:6]([N:8]2[CH2:12][C:11]([CH2:19][CH2:20][CH2:21][OH:22])([C:13]3[CH:18]=[CH:17][CH:16]=[CH:15][CH:14]=3)[C:10]([C:23](=[O:24])[CH3:31])=[N:9]2)[CH:7]=1. (2) Given the reactants Br[C:2]1[N:7]=[C:6]([O:8][C@@H:9]([C@H:11]2[CH2:15][NH:14][C:13](=[O:16])[CH2:12]2)[CH3:10])[C:5]2[N:17]([CH:20]3[CH2:22][CH2:21]3)[CH:18]=[N:19][C:4]=2[CH:3]=1.[CH3:23][N:24]1[C:32]2[C:27](=[CH:28][C:29](B3OC(C)(C)C(C)(C)O3)=[CH:30][CH:31]=2)[C:26]([CH3:42])=[N:25]1.C(=O)([O-])[O-].[Na+].[Na+], predict the reaction product. The product is: [CH:20]1([N:17]2[C:5]3[C:6]([O:8][C@@H:9]([C@H:11]4[CH2:15][NH:14][C:13](=[O:16])[CH2:12]4)[CH3:10])=[N:7][C:2]([C:29]4[CH:28]=[C:27]5[C:32](=[CH:31][CH:30]=4)[N:24]([CH3:23])[N:25]=[C:26]5[CH3:42])=[CH:3][C:4]=3[N:19]=[CH:18]2)[CH2:22][CH2:21]1.